From a dataset of Forward reaction prediction with 1.9M reactions from USPTO patents (1976-2016). Predict the product of the given reaction. (1) The product is: [CH3:16][CH:17]([C:21]1[CH:22]=[CH:23][C:24]([C:25]([NH:15][CH2:14][CH2:13][C:10]2[CH:11]=[CH:12][C:7]([CH2:6][N:1]3[CH2:5][CH2:4][CH2:3][CH2:2]3)=[CH:8][CH:9]=2)=[O:26])=[CH:28][CH:29]=1)[CH2:18][CH2:19][CH3:20]. Given the reactants [N:1]1([CH2:6][C:7]2[CH:12]=[CH:11][C:10]([CH2:13][CH2:14][NH2:15])=[CH:9][CH:8]=2)[CH2:5][CH2:4][CH2:3][CH2:2]1.[CH3:16][CH:17]([C:21]1[CH:29]=[CH:28][C:24]([C:25](O)=[O:26])=[CH:23][CH:22]=1)[CH2:18][CH2:19][CH3:20], predict the reaction product. (2) Given the reactants Br[C:2]1[CH:3]=[C:4]2[C:8](=[C:9]([C:11]#[N:12])[CH:10]=1)[NH:7][N:6]=[C:5]2[CH:13]1[CH2:18][CH2:17][N:16]([S:19]([CH2:22][CH3:23])(=[O:21])=[O:20])[CH2:15][CH2:14]1.[F:24][C:25]1[CH:26]=[C:27](B(O)O)[CH:28]=[C:29]([F:31])[CH:30]=1.C(=O)([O-])[O-:36].[K+].[K+], predict the reaction product. The product is: [F:24][C:25]1[CH:26]=[C:27]([C:2]2[CH:3]=[C:4]3[C:8](=[C:9]([C:11]([NH2:12])=[O:36])[CH:10]=2)[NH:7][N:6]=[C:5]3[CH:13]2[CH2:14][CH2:15][N:16]([S:19]([CH2:22][CH3:23])(=[O:20])=[O:21])[CH2:17][CH2:18]2)[CH:28]=[C:29]([F:31])[CH:30]=1. (3) The product is: [C:1]([O:5][C:6](=[O:24])[NH:7][C:8]1[CH:13]=[C:12]([O:14][CH2:15][C:16]([F:19])([F:17])[F:18])[C:11]([Cl:20])=[CH:10][C:9]=1[NH2:21])([CH3:4])([CH3:2])[CH3:3]. Given the reactants [C:1]([O:5][C:6](=[O:24])[NH:7][C:8]1[CH:13]=[C:12]([O:14][CH2:15][C:16]([F:19])([F:18])[F:17])[C:11]([Cl:20])=[CH:10][C:9]=1[N+:21]([O-])=O)([CH3:4])([CH3:3])[CH3:2], predict the reaction product. (4) Given the reactants Cl[C:2]1[CH:7]=[C:6]([CH2:8][CH3:9])[N:5]=[C:4]([C:10]2[CH:15]=[CH:14][CH:13]=[C:12]([Cl:16])[CH:11]=2)[N:3]=1.[NH2:17][C:18]1[O:19][C:20]([CH2:23][C:24]([O:26][CH3:27])=[O:25])=[CH:21][N:22]=1.C1C=CC(P(C2C(C3C(P(C4C=CC=CC=4)C4C=CC=CC=4)=CC=C4C=3C=CC=C4)=C3C(C=CC=C3)=CC=2)C2C=CC=CC=2)=CC=1.C(=O)([O-])[O-].[Cs+].[Cs+], predict the reaction product. The product is: [Cl:16][C:12]1[CH:11]=[C:10]([C:4]2[N:3]=[C:2]([NH:17][C:18]3[O:19][C:20]([CH2:23][C:24]([O:26][CH3:27])=[O:25])=[CH:21][N:22]=3)[CH:7]=[C:6]([CH2:8][CH3:9])[N:5]=2)[CH:15]=[CH:14][CH:13]=1.